From a dataset of Full USPTO retrosynthesis dataset with 1.9M reactions from patents (1976-2016). Predict the reactants needed to synthesize the given product. (1) Given the product [C:31]1([S:37][C:22]2[CH:23]=[C:24]([C:27]([F:28])([F:29])[F:30])[CH:25]=[CH:26][C:21]=2[O:20][CH:15]2[CH2:16][CH2:17][CH2:18][CH2:19][O:14]2)[CH:36]=[CH:35][CH:34]=[CH:33][CH:32]=1, predict the reactants needed to synthesize it. The reactants are: CN(C)CCN(C)C.C([Li])CCC.[O:14]1[CH2:19][CH2:18][CH2:17][CH2:16][CH:15]1[O:20][C:21]1[CH:26]=[CH:25][C:24]([C:27]([F:30])([F:29])[F:28])=[CH:23][CH:22]=1.[C:31]1([S:37][S:37][C:31]2[CH:36]=[CH:35][CH:34]=[CH:33][CH:32]=2)[CH:36]=[CH:35][CH:34]=[CH:33][CH:32]=1. (2) Given the product [N:19]1[CH:20]=[CH:21][CH:22]=[N:23][C:18]=1[CH2:1][C:2]([CH3:4])=[O:3], predict the reactants needed to synthesize it. The reactants are: [CH3:1][C:2]([CH3:4])=[O:3].CC(N=NC(C#N)(C)C)(C#N)C.Cl[C:18]1[N:23]=[CH:22][CH:21]=[CH:20][N:19]=1.Cl. (3) Given the product [Cl:1][C:2]1[CH:3]=[CH:4][C:5]([O:20][CH2:34][CH:39]2[CH2:35][CH2:36][CH2:37][CH2:38]2)=[C:6]([CH2:8][C:9]2[N:14]=[C:13]([C:15]([O:17][CH2:18][CH3:19])=[O:16])[CH:12]=[CH:11][CH:10]=2)[CH:7]=1, predict the reactants needed to synthesize it. The reactants are: [Cl:1][C:2]1[CH:3]=[CH:4][C:5]([OH:20])=[C:6]([CH2:8][C:9]2[N:14]=[C:13]([C:15]([O:17][CH2:18][CH3:19])=[O:16])[CH:12]=[CH:11][CH:10]=2)[CH:7]=1.[C:34]1(P([C:34]2[CH:39]=[CH:38][CH:37]=[CH:36][CH:35]=2)[C:34]2[CH:39]=[CH:38][CH:37]=[CH:36][CH:35]=2)[CH:39]=[CH:38][CH:37]=[CH:36][CH:35]=1.CC(OC(/N=N/C(OC(C)C)=O)=O)C.C1(CO)CCCC1. (4) Given the product [NH:4]1[C:5]([C:6]2[C:14]3[C:9](=[CH:10][CH:11]=[C:12]([NH:15][C:16]([CH:18]4[CH2:22][CH2:21][N:20]([CH2:23][C:24](=[O:43])[N:25]5[CH2:30][CH2:29][N:28]([C:31]6[CH:32]=[CH:33][C:34]([C:37]7[N:38]=[CH:39][CH:40]=[CH:41][N:42]=7)=[CH:35][CH:36]=6)[CH2:27][CH2:26]5)[CH2:19]4)=[O:17])[CH:13]=3)[NH:8][N:7]=2)=[N:1][N:2]=[N:3]1, predict the reactants needed to synthesize it. The reactants are: [NH:1]1[C:5]([C:6]2[C:14]3[C:9](=[CH:10][CH:11]=[C:12]([NH:15][C:16]([CH:18]4[CH2:22][CH2:21][N:20]([CH2:23][C:24](=[O:43])[N:25]5[CH2:30][CH2:29][N:28]([C:31]6[CH:36]=[CH:35][C:34]([C:37]7[N:42]=[CH:41][CH:40]=[CH:39][N:38]=7)=[CH:33][CH:32]=6)[CH2:27][CH2:26]5)[CH2:19]4)=[O:17])[CH:13]=3)[N:8](COCC[Si](C)(C)C)[N:7]=2)=[N:4][N:3]=[N:2]1.C(O)(C(F)(F)F)=O. (5) Given the product [CH2:16]([O:15][C:13](=[O:14])[CH2:12][O:1][C:2]1[CH:3]=[C:4]2[C:8](=[CH:9][CH:10]=1)[NH:7][CH:6]=[CH:5]2)[CH3:17], predict the reactants needed to synthesize it. The reactants are: [OH:1][C:2]1[CH:3]=[C:4]2[C:8](=[CH:9][CH:10]=1)[NH:7][CH:6]=[CH:5]2.Br[CH2:12][C:13]([O:15][CH2:16][CH3:17])=[O:14].C([O-])([O-])=O.[Cs+].[Cs+]. (6) Given the product [CH3:18][O:19][C:20]1[CH:21]=[CH:22][C:23]([N:26]2[CH2:31][CH2:30][N:29]([C:13]([CH:12]3[C:10]4([CH2:9][CH2:8][N:7]([CH:4]5[CH2:3][CH2:2][O:1][CH2:6][CH2:5]5)[CH2:17][CH2:16]4)[CH2:11]3)=[O:15])[CH2:28][CH2:27]2)=[CH:24][CH:25]=1, predict the reactants needed to synthesize it. The reactants are: [O:1]1[CH2:6][CH2:5][CH:4]([N:7]2[CH2:17][CH2:16][C:10]3([CH:12]([C:13]([OH:15])=O)[CH2:11]3)[CH2:9][CH2:8]2)[CH2:3][CH2:2]1.[CH3:18][O:19][C:20]1[CH:25]=[CH:24][C:23]([N:26]2[CH2:31][CH2:30][NH:29][CH2:28][CH2:27]2)=[CH:22][CH:21]=1.